This data is from Kir2.1 potassium channel HTS with 301,493 compounds. The task is: Binary Classification. Given a drug SMILES string, predict its activity (active/inactive) in a high-throughput screening assay against a specified biological target. (1) The result is 0 (inactive). The compound is s1c(c(cc1)C)C(=O)NCc1ccc(cc1)C. (2) The compound is Clc1c(cc(N\N=C2\CC(Oc3c2cccc3)c2ccccc2)cc1)C(O)=O. The result is 0 (inactive). (3) The drug is [O-][N+](=O)c1ccc(C(=N\N)/Cc2[nH]c3c(n2)cccc3)cc1. The result is 0 (inactive).